This data is from Experimentally validated miRNA-target interactions with 360,000+ pairs, plus equal number of negative samples. The task is: Binary Classification. Given a miRNA mature sequence and a target amino acid sequence, predict their likelihood of interaction. (1) The miRNA is hsa-let-7e-5p with sequence UGAGGUAGGAGGUUGUAUAGUU. Result: 0 (no interaction). The protein sequence of the target gene is MAKNTAIGIDLGTTYSCVGVFQHGKVEIIANDQGNRTTPSYVAFTDTERLIGDAAKNQVALNPQNTVFDAKRLIGRKFGDAVVQSDMKHWPFQVVNDGDKPKVQVNYKGESRSFFPEEISSMVLTKMKEIAEAYLGHPVTNAVITVPAYFNDSQRQATKDAGVIAGLNVLRIINEPTAAAIAYGLDRTGKGERNVLIFDLGGGTFDVSILTIDDGIFEVKATAGDTHLGGEDFDNRLVSHFVEEFKRKHKKDISQNKRAVRRLRTACERAKRTLSSSTQASLEIDSLFEGIDFYTSITRA.... (2) The miRNA is mmu-let-7a-5p with sequence UGAGGUAGUAGGUUGUAUAGUU. The protein sequence of the target gene is MPRGQKSTLHAREKRQQTRGQTQDHQGAQITATNKKKVSFSSPLILGATIQKKSAGRSRSALKKPQRALSTTTSVDVSYKKSYKGANSKIEKKQSFSQGLSSTVQSRTDPLIMKTNMLVQFLMEMYKMKKPIMKADMLKIVQKSHKNCFPEILKKASFNMEVVFGVDLKKVDSTKDSYVLVSKMDLPNNGTVTRGRGFPKTGLLLNLLGVIFMKGNCATEEKIWEFLNKMRIYDGKKHFIFGEPRKLITQDLVKLKYLEYRQVPNSNPARYEFLWGPRAHAETSKMKVLEFWAKVNKTVP.... Result: 0 (no interaction). (3) The miRNA is hsa-miR-374b-3p with sequence CUUAGCAGGUUGUAUUAUCAUU. The protein sequence of the target gene is MGCSSSSTKTRRSDTSLRAALIIQNWYRGYKARLKARQHYALTIFQSIEYADEQGQMQLSTFFSFMLENYTHIHKEELELRNQSLESEQDMRDRWDYVDSIDVPDSYNGPRLQFPLTCTDIDLLLEAFKEQQILHAHYVLEVLFETKKVLKQMPNFTHIQTSPSKEVTICGDLHGKLDDLFLIFYKNGLPSERNPYVFNGDFVDRGKNSIEILMILCVSFLVYPNDLHLNRGNHEDFMMNLRYGFTKEILHKYKLHGKRILQILEEFYAWLPIGTIVDNEILVIHGGISETTDLNLLHRV.... Result: 0 (no interaction). (4) The miRNA is hsa-miR-548bb-5p with sequence AAAAGUAACUAUGGUUUUUGCC. The protein sequence of the target gene is MAAAADSFSGGPAGVRLPRSPPLKVLAEQLRRDAEGGPGAWRLSRAAAGRGPLDLAAVWMQGRVVMADRGEARLRDPSGDFSVRGLERVPRGRPCLVPGKYVMVMGVVQACSPEPCLQAVKMTDLSDNPIHESMWELEVEDLHRNIP. Result: 0 (no interaction). (5) Result: 0 (no interaction). The miRNA is mmu-miR-708-5p with sequence AAGGAGCUUACAAUCUAGCUGGG. The protein sequence of the target gene is MSFSLNFTLPANTTSSPVTGGKETDCGPSLGLAAGIPLLVATALLVALLFTLIHRRRSSIEAMEESDRPCEISEIDDNPKISENPRRSPTHEKNTMGAQEAHIYVKTVAGSEEPVHDRYRPTIEMERRRGLWWLVPRLSLE. (6) The miRNA is hsa-miR-5196-5p with sequence AGGGAAGGGGACGAGGGUUGGG. The protein sequence of the target gene is MAESPTEEAATAGAGAAGPGASSVAGVVGVSGSGGGFGPPFLPDVWAAAAAAGGAGGPGSGLAPLPGLPPSAAAHGAALLSHWDPTLSSDWDGERTAPQCLLRIKRDIMSIYKEPPPGMFVVPDTVDMTKIHALITGPFDTPYEGGFFLFVFRCPPDYPIHPPRVKLMTTGNNTVRFNPNFYRNGKVCLSILGTWTGPAWSPAQSISSVLISIQSLMTENPYHNEPGFEQERHPGDSKNYNECIRHETIRVAVCDMMEGKCPCPEPLRGVMEKSFLEYYDFYEVACKDRLHLQGQTMQDP.... Result: 1 (interaction). (7) The miRNA is hsa-miR-6736-3p with sequence UCAGCUCCUCUCUACCCACAG. The protein sequence of the target gene is MFKADLGRIGIQLHTTYSRRIRKVKVMDNRKEPPFFNEDNVGPFYFKLPFYDTMELFIETLTGTCFELRVSPFEAVISVKGKIQRLEGIPICQQHLIWNNMELEDDYCLNDYNISEGCTLKLVLAMRGGPISTRKVPVEDPLRELAEYMDSSRDEVWEKTSCNKQVTFLVYREGDQLNFFRVVDRGDGTLTPLSESLSGSVYNLYTDEDEEAEPSPSGQQIIENSITMNKMKLLKAKMENMNLSKKPKKVVKVKPRPPLAPRPTSSSTAAARHRLLRVLPHIGQSCLPSGNAHLPETSRN.... Result: 0 (no interaction).